From a dataset of Catalyst prediction with 721,799 reactions and 888 catalyst types from USPTO. Predict which catalyst facilitates the given reaction. (1) Reactant: [CH2:1]([N:4]([CH2:27][CH2:28][CH3:29])[C:5]1[CH:6]=[C:7]([CH:25]=[CH2:26])[C:8](=[O:24])[N:9]2[C:14]=1[CH:13]=[CH:12][CH:11]=[C:10]2[C:15]1[C:20]([CH3:21])=[CH:19][C:18]([CH3:22])=[CH:17][C:16]=1[CH3:23])[CH2:2][CH3:3]. Product: [CH2:27]([N:4]([CH2:1][CH2:2][CH3:3])[C:5]1[CH:6]=[C:7]([CH2:25][CH3:26])[C:8](=[O:24])[N:9]2[C:14]=1[CH:13]=[CH:12][CH:11]=[C:10]2[C:15]1[C:16]([CH3:23])=[CH:17][C:18]([CH3:22])=[CH:19][C:20]=1[CH3:21])[CH2:28][CH3:29]. The catalyst class is: 19. (2) Reactant: [OH:1][C:2]1[CH:7]=[C:6]([OH:8])[CH:5]=[CH:4][C:3]=1[CH:9]=[CH:10][C:11]([C:13]1[CH:18]=[CH:17][C:16]([O:19][CH3:20])=[C:15]([O:21][CH3:22])[CH:14]=1)=O.[BH4-].[Na+].C(O)(=[O:27])C. Product: [OH:1][C:2]1[CH:7]=[C:6]([OH:8])[CH:5]=[CH:4][C:3]=1[CH:9]([OH:27])[CH2:10][CH2:11][C:13]1[CH:18]=[CH:17][C:16]([O:19][CH3:20])=[C:15]([O:21][CH3:22])[CH:14]=1. The catalyst class is: 259. (3) Reactant: O=[C:2]1[C:11]2[C:10]([C:12]([O:14]C)=O)=[CH:9][CH:8]=[CH:7][C:6]=2[NH:5][CH:4]([C:16]2[CH:21]=[CH:20][CH:19]=[CH:18][CH:17]=2)[CH:3]1[C:22]1[S:26][CH:25]=[N:24][CH:23]=1.O.[NH2:28][NH2:29]. Product: [C:16]1([CH:4]2[NH:5][C:6]3[C:11]4[C:2](=[N:28][NH:29][C:12](=[O:14])[C:10]=4[CH:9]=[CH:8][CH:7]=3)[CH:3]2[C:22]2[S:26][CH:25]=[N:24][CH:23]=2)[CH:17]=[CH:18][CH:19]=[CH:20][CH:21]=1. The catalyst class is: 5. (4) Reactant: [C:1]1([OH:11])[C:10]2[C:5](=[CH:6][CH:7]=[CH:8][CH:9]=2)[CH:4]=[CH:3][CH:2]=1.[OH-].[Na+].[CH2:14]([CH:16]1[O:18][CH2:17]1)Cl.C(O)C. Product: [O:18]1[CH:16]([CH2:14][O:11][C:1]2[C:10]3[C:5](=[CH:6][CH:7]=[CH:8][CH:9]=3)[CH:4]=[CH:3][CH:2]=2)[CH2:17]1. The catalyst class is: 6. (5) Reactant: [NH2:1][C:2]1[CH:7]=[CH:6][CH:5]=[C:4]([O:8][CH3:9])[C:3]=1[CH2:10][OH:11]. Product: [NH2:1][C:2]1[CH:7]=[CH:6][CH:5]=[C:4]([O:8][CH3:9])[C:3]=1[CH:10]=[O:11]. The catalyst class is: 485.